From a dataset of Forward reaction prediction with 1.9M reactions from USPTO patents (1976-2016). Predict the product of the given reaction. (1) Given the reactants [F:1][CH:2]([F:31])[C:3]1[C:4]2[N:5]([C:9]([C:12]3[C:17]([C:18]#[N:19])=[CH:16][N:15]=[C:14]([NH:20][CH:21]([C:23]4[CH:28]=[CH:27][CH:26]=[C:25]([CH2:29]O)[CH:24]=4)[CH3:22])[N:13]=3)=[CH:10][N:11]=2)[CH:6]=[CH:7][CH:8]=1.C(N(CC)C(C)C)(C)C.CS(Cl)(=O)=O.C(=O)([O-])O.[Na+].[N-:51]=[N+:52]=[N-:53].[Na+], predict the reaction product. The product is: [N:51]([CH2:29][C:25]1[CH:24]=[C:23]([CH:21]([NH:20][C:14]2[N:13]=[C:12]([C:9]3[N:5]4[CH:6]=[CH:7][CH:8]=[C:3]([CH:2]([F:31])[F:1])[C:4]4=[N:11][CH:10]=3)[C:17]([C:18]#[N:19])=[CH:16][N:15]=2)[CH3:22])[CH:28]=[CH:27][CH:26]=1)=[N+:52]=[N-:53]. (2) Given the reactants [CH2:1]([C:3]1[N:7]([CH2:8][C:9]2[CH:14]=[CH:13][C:12]([F:15])=[CH:11][CH:10]=2)[C:6]([CH2:16][N:17]([CH2:25][C:26]2[CH:31]=[C:30]([CH:32]3[NH:39][CH2:38][C:35]4([CH2:37][CH2:36]4)[CH2:34][O:33]3)[CH:29]=[C:28]([CH3:40])[N:27]=2)[C:18](=[O:24])[O:19][C:20]([CH3:23])([CH3:22])[CH3:21])=[N:5][CH:4]=1)[CH3:2].[F:41][C:42]([F:53])([F:52])[C:43](O[C:43](=[O:44])[C:42]([F:53])([F:52])[F:41])=[O:44], predict the reaction product. The product is: [CH2:1]([C:3]1[N:7]([CH2:8][C:9]2[CH:14]=[CH:13][C:12]([F:15])=[CH:11][CH:10]=2)[C:6]([CH2:16][N:17]([CH2:25][C:26]2[CH:31]=[C:30]([CH:32]3[N:39]([C:43](=[O:44])[C:42]([F:53])([F:52])[F:41])[CH2:38][C:35]4([CH2:36][CH2:37]4)[CH2:34][O:33]3)[CH:29]=[C:28]([CH3:40])[N:27]=2)[C:18](=[O:24])[O:19][C:20]([CH3:22])([CH3:23])[CH3:21])=[N:5][CH:4]=1)[CH3:2].